Task: Predict the reaction yield, written as a fraction of the theoretical maximum amount of product (1.0 means a 100% yield; for example, 0.34 means a 34% yield).. Dataset: Reaction yield outcomes from USPTO patents with 853,638 reactions (1) The reactants are Br[C:2]1[C:3]([Cl:11])=[CH:4][C:5]2[CH2:9][CH2:8][O:7][C:6]=2[CH:10]=1.FC1(F)OC2C=C(C)C([C:22]3[CH:23]=[CH:24][C:25]([NH:28]C(=O)C4C=CC=CC=4F)=[N:26][CH:27]=3)=CC=2O1.[O-]P([O-])([O-])=O.[K+].[K+].[K+]. The catalyst is C(#N)C.O1CCOCC1.O.C1C=CC([P]([Pd]([P](C2C=CC=CC=2)(C2C=CC=CC=2)C2C=CC=CC=2)([P](C2C=CC=CC=2)(C2C=CC=CC=2)C2C=CC=CC=2)[P](C2C=CC=CC=2)(C2C=CC=CC=2)C2C=CC=CC=2)(C2C=CC=CC=2)C2C=CC=CC=2)=CC=1. The product is [Cl:11][C:3]1[C:2]([C:22]2[CH:23]=[CH:24][C:25]([NH2:28])=[N:26][CH:27]=2)=[CH:10][C:6]2[O:7][CH2:8][CH2:9][C:5]=2[CH:4]=1. The yield is 0.755. (2) The reactants are [CH3:1][N:2]([CH3:19])[CH2:3][CH2:4][N:5]1[CH2:11][CH2:10][CH2:9][C:8]2[NH:12][C:13]([CH:16]=O)=[C:14]([CH3:15])[C:7]=2[C:6]1=[O:18].[F:20][C:21]1[CH:22]=[C:23]2[C:27](=[CH:28][C:29]=1[NH:30][C:31](=[O:35])[CH2:32][O:33][CH3:34])[NH:26][C:25](=[O:36])[CH2:24]2. No catalyst specified. The product is [CH3:1][N:2]([CH3:19])[CH2:3][CH2:4][N:5]1[CH2:11][CH2:10][CH2:9][C:8]2[NH:12][C:13]([CH:16]=[C:24]3[C:23]4[C:27](=[CH:28][C:29]([NH:30][C:31](=[O:35])[CH2:32][O:33][CH3:34])=[C:21]([F:20])[CH:22]=4)[NH:26][C:25]3=[O:36])=[C:14]([CH3:15])[C:7]=2[C:6]1=[O:18]. The yield is 0.765. (3) The reactants are C1CO[C:8]23OCC[O:12][C:3]2([C@:4]2([CH2:27][CH2:26][C@H:25]4[C@@H:15]([CH2:16][C@@H:17]([C:29]#[N:30])[C@:18]5([OH:28])[C@:23]4([CH3:24])[CH2:22][CH2:21][CH2:20][CH2:19]5)[C@@H:6]2[CH2:7]3)[CH3:5])O1.C([C@@H]1C2[C@](C)(CCC(=[O:51])C2)[C@@H]2[C@H]([C@H]3[C@@](CC2)(C)C(=O)CC3)C1)#N. No catalyst specified. The product is [OH:28][C@:18]12[CH2:19][C:20](=[O:51])[CH2:21][CH2:22][C@:23]1([CH3:24])[C@@H:25]1[C@H:15]([C@H:6]3[C@@:4]([CH2:27][CH2:26]1)([CH3:5])[C:3](=[O:12])[CH2:8][CH2:7]3)[CH2:16][C@H:17]2[C:29]#[N:30]. The yield is 0.820. (4) The reactants are [O:1]=[C:2]1[C:7]([CH2:8][C:9]2[CH:16]=[CH:15][C:12]([C:13]#[N:14])=[CH:11][CH:10]=2)=[CH:6][NH:5][C:4](=[S:17])[NH:3]1.C([O-])([O-])=O.[K+].[K+].[Cl:24][C:25]1[CH:30]=[CH:29][C:28]([O:31][C:32]2[CH:37]=[CH:36][C:35]([CH2:38]Cl)=[CH:34][CH:33]=2)=[CH:27][C:26]=1[C:40]([F:43])([F:42])[F:41]. The catalyst is CC(C)=O. The product is [Cl:24][C:25]1[CH:30]=[CH:29][C:28]([O:31][C:32]2[CH:33]=[CH:34][C:35]([CH2:38][S:17][C:4]3[NH:5][CH:6]=[C:7]([CH2:8][C:9]4[CH:16]=[CH:15][C:12]([C:13]#[N:14])=[CH:11][CH:10]=4)[C:2](=[O:1])[N:3]=3)=[CH:36][CH:37]=2)=[CH:27][C:26]=1[C:40]([F:41])([F:42])[F:43]. The yield is 0.314. (5) The reactants are [NH2:1][CH2:2][C:3]1[CH:4]=[C:5]([C:10]2[CH:15]=[CH:14][CH:13]=[C:12]([CH2:16][N:17]3[CH2:22][CH2:21][N:20](C(OC(C)(C)C)=O)[C@@H:19]([CH3:30])[CH2:18]3)[CH:11]=2)[CH:6]=[CH:7][C:8]=1[F:9].[C:31]([C:33]1[CH:34]=[C:35]([CH:39]=[CH:40][CH:41]=1)[C:36](O)=[O:37])#[N:32].CN(C(ON1N=NC2C=CC=NC1=2)=[N+](C)C)C.F[P-](F)(F)(F)(F)F.C(N(C(C)C)CC)(C)C.[OH-].[Na+]. The catalyst is CN(C=O)C.CCOC(C)=O.C(Cl)Cl. The product is [C:31]([C:33]1[CH:34]=[C:35]([CH:39]=[CH:40][CH:41]=1)[C:36]([NH:1][CH2:2][C:3]1[CH:4]=[C:5]([C:10]2[CH:15]=[CH:14][CH:13]=[C:12]([CH2:16][N:17]3[CH2:22][CH2:21][NH:20][C@@H:19]([CH3:30])[CH2:18]3)[CH:11]=2)[CH:6]=[CH:7][C:8]=1[F:9])=[O:37])#[N:32]. The yield is 0.900.